This data is from NCI-60 drug combinations with 297,098 pairs across 59 cell lines. The task is: Regression. Given two drug SMILES strings and cell line genomic features, predict the synergy score measuring deviation from expected non-interaction effect. (1) Drug 1: CC12CCC(CC1=CCC3C2CCC4(C3CC=C4C5=CN=CC=C5)C)O. Drug 2: CC1=CC2C(CCC3(C2CCC3(C(=O)C)OC(=O)C)C)C4(C1=CC(=O)CC4)C. Cell line: 786-0. Synergy scores: CSS=0.253, Synergy_ZIP=-2.36, Synergy_Bliss=-3.73, Synergy_Loewe=-15.2, Synergy_HSA=-5.40. (2) Drug 1: C1C(C(OC1N2C=NC3=C(N=C(N=C32)Cl)N)CO)O. Drug 2: CC1C(C(CC(O1)OC2CC(OC(C2O)C)OC3=CC4=CC5=C(C(=O)C(C(C5)C(C(=O)C(C(C)O)O)OC)OC6CC(C(C(O6)C)O)OC7CC(C(C(O7)C)O)OC8CC(C(C(O8)C)O)(C)O)C(=C4C(=C3C)O)O)O)O. Cell line: K-562. Synergy scores: CSS=84.3, Synergy_ZIP=-1.23, Synergy_Bliss=-3.55, Synergy_Loewe=-3.02, Synergy_HSA=-2.21. (3) Drug 1: CC(C1=C(C=CC(=C1Cl)F)Cl)OC2=C(N=CC(=C2)C3=CN(N=C3)C4CCNCC4)N. Drug 2: CS(=O)(=O)OCCCCOS(=O)(=O)C. Cell line: OVCAR-4. Synergy scores: CSS=-2.99, Synergy_ZIP=0.202, Synergy_Bliss=-4.25, Synergy_Loewe=-5.24, Synergy_HSA=-5.86. (4) Drug 1: CS(=O)(=O)C1=CC(=C(C=C1)C(=O)NC2=CC(=C(C=C2)Cl)C3=CC=CC=N3)Cl. Drug 2: CCCS(=O)(=O)NC1=C(C(=C(C=C1)F)C(=O)C2=CNC3=C2C=C(C=N3)C4=CC=C(C=C4)Cl)F. Cell line: SN12C. Synergy scores: CSS=-2.92, Synergy_ZIP=0.815, Synergy_Bliss=-2.02, Synergy_Loewe=-3.54, Synergy_HSA=-4.54. (5) Drug 1: CC1C(C(=O)NC(C(=O)N2CCCC2C(=O)N(CC(=O)N(C(C(=O)O1)C(C)C)C)C)C(C)C)NC(=O)C3=C4C(=C(C=C3)C)OC5=C(C(=O)C(=C(C5=N4)C(=O)NC6C(OC(=O)C(N(C(=O)CN(C(=O)C7CCCN7C(=O)C(NC6=O)C(C)C)C)C)C(C)C)C)N)C. Drug 2: CC1C(C(CC(O1)OC2CC(OC(C2O)C)OC3=CC4=CC5=C(C(=O)C(C(C5)C(C(=O)C(C(C)O)O)OC)OC6CC(C(C(O6)C)O)OC7CC(C(C(O7)C)O)OC8CC(C(C(O8)C)O)(C)O)C(=C4C(=C3C)O)O)O)O. Cell line: DU-145. Synergy scores: CSS=51.4, Synergy_ZIP=8.15, Synergy_Bliss=8.36, Synergy_Loewe=5.12, Synergy_HSA=6.25. (6) Synergy scores: CSS=17.3, Synergy_ZIP=-0.580, Synergy_Bliss=2.07, Synergy_Loewe=-19.8, Synergy_HSA=-1.32. Cell line: SK-OV-3. Drug 2: CC1=C(C(=CC=C1)Cl)NC(=O)C2=CN=C(S2)NC3=CC(=NC(=N3)C)N4CCN(CC4)CCO. Drug 1: C1=CC(=CC=C1C#N)C(C2=CC=C(C=C2)C#N)N3C=NC=N3. (7) Synergy scores: CSS=16.1, Synergy_ZIP=-3.15, Synergy_Bliss=4.18, Synergy_Loewe=-0.515, Synergy_HSA=1.07. Drug 1: C1CCC(C(C1)N)N.C(=O)(C(=O)[O-])[O-].[Pt+4]. Drug 2: CC(C)CN1C=NC2=C1C3=CC=CC=C3N=C2N. Cell line: SF-295.